Dataset: NCI-60 drug combinations with 297,098 pairs across 59 cell lines. Task: Regression. Given two drug SMILES strings and cell line genomic features, predict the synergy score measuring deviation from expected non-interaction effect. (1) Synergy scores: CSS=33.6, Synergy_ZIP=-1.50, Synergy_Bliss=-1.11, Synergy_Loewe=0.456, Synergy_HSA=0.285. Cell line: TK-10. Drug 2: CC1C(C(CC(O1)OC2CC(CC3=C2C(=C4C(=C3O)C(=O)C5=C(C4=O)C(=CC=C5)OC)O)(C(=O)CO)O)N)O.Cl. Drug 1: CCC1(CC2CC(C3=C(CCN(C2)C1)C4=CC=CC=C4N3)(C5=C(C=C6C(=C5)C78CCN9C7C(C=CC9)(C(C(C8N6C)(C(=O)OC)O)OC(=O)C)CC)OC)C(=O)OC)O.OS(=O)(=O)O. (2) Drug 1: CC1C(C(=O)NC(C(=O)N2CCCC2C(=O)N(CC(=O)N(C(C(=O)O1)C(C)C)C)C)C(C)C)NC(=O)C3=C4C(=C(C=C3)C)OC5=C(C(=O)C(=C(C5=N4)C(=O)NC6C(OC(=O)C(N(C(=O)CN(C(=O)C7CCCN7C(=O)C(NC6=O)C(C)C)C)C)C(C)C)C)N)C. Drug 2: C1CN(P(=O)(OC1)NCCCl)CCCl. Cell line: UACC-257. Synergy scores: CSS=3.77, Synergy_ZIP=-2.03, Synergy_Bliss=0.395, Synergy_Loewe=-8.75, Synergy_HSA=-0.0916. (3) Drug 1: CC1C(C(CC(O1)OC2CC(OC(C2O)C)OC3=CC4=CC5=C(C(=O)C(C(C5)C(C(=O)C(C(C)O)O)OC)OC6CC(C(C(O6)C)O)OC7CC(C(C(O7)C)O)OC8CC(C(C(O8)C)O)(C)O)C(=C4C(=C3C)O)O)O)O. Drug 2: CC12CCC3C(C1CCC2O)C(CC4=C3C=CC(=C4)O)CCCCCCCCCS(=O)CCCC(C(F)(F)F)(F)F. Cell line: NCIH23. Synergy scores: CSS=69.3, Synergy_ZIP=-5.31, Synergy_Bliss=-8.18, Synergy_Loewe=-33.4, Synergy_HSA=-5.79. (4) Drug 1: C1CCN(CC1)CCOC2=CC=C(C=C2)C(=O)C3=C(SC4=C3C=CC(=C4)O)C5=CC=C(C=C5)O. Drug 2: CC1=C(C=C(C=C1)NC2=NC=CC(=N2)N(C)C3=CC4=NN(C(=C4C=C3)C)C)S(=O)(=O)N.Cl. Cell line: MDA-MB-435. Synergy scores: CSS=-5.78, Synergy_ZIP=10.4, Synergy_Bliss=10.5, Synergy_Loewe=-0.255, Synergy_HSA=-0.867. (5) Drug 1: C1CCC(C1)C(CC#N)N2C=C(C=N2)C3=C4C=CNC4=NC=N3. Drug 2: CS(=O)(=O)OCCCCOS(=O)(=O)C. Cell line: UACC62. Synergy scores: CSS=4.09, Synergy_ZIP=4.02, Synergy_Bliss=3.06, Synergy_Loewe=-8.33, Synergy_HSA=-6.26. (6) Drug 1: C1CCC(CC1)NC(=O)N(CCCl)N=O. Drug 2: COC1=C2C(=CC3=C1OC=C3)C=CC(=O)O2. Cell line: OVCAR-8. Synergy scores: CSS=15.7, Synergy_ZIP=-5.21, Synergy_Bliss=-3.59, Synergy_Loewe=-5.15, Synergy_HSA=-5.54. (7) Drug 1: CC1=C(C(=CC=C1)Cl)NC(=O)C2=CN=C(S2)NC3=CC(=NC(=N3)C)N4CCN(CC4)CCO. Drug 2: C1CCC(C(C1)N)N.C(=O)(C(=O)[O-])[O-].[Pt+4]. Cell line: SK-MEL-5. Synergy scores: CSS=35.6, Synergy_ZIP=-9.47, Synergy_Bliss=0.901, Synergy_Loewe=2.64, Synergy_HSA=2.84. (8) Drug 1: CCC1(CC2CC(C3=C(CCN(C2)C1)C4=CC=CC=C4N3)(C5=C(C=C6C(=C5)C78CCN9C7C(C=CC9)(C(C(C8N6C)(C(=O)OC)O)OC(=O)C)CC)OC)C(=O)OC)O.OS(=O)(=O)O. Drug 2: C1C(C(OC1N2C=NC(=NC2=O)N)CO)O. Cell line: ACHN. Synergy scores: CSS=16.2, Synergy_ZIP=0.383, Synergy_Bliss=-0.399, Synergy_Loewe=1.67, Synergy_HSA=1.67. (9) Drug 1: CC12CCC3C(C1CCC2=O)CC(=C)C4=CC(=O)C=CC34C. Drug 2: C1CC(=O)NC(=O)C1N2C(=O)C3=CC=CC=C3C2=O. Cell line: HL-60(TB). Synergy scores: CSS=61.5, Synergy_ZIP=2.00, Synergy_Bliss=9.43, Synergy_Loewe=8.70, Synergy_HSA=8.27.